Predict the product of the given reaction. From a dataset of Forward reaction prediction with 1.9M reactions from USPTO patents (1976-2016). (1) Given the reactants [Cl:1][C:2]1[C:3]([F:39])=[C:4]([C:9]2[N:10]=[CH:11][N:12]([C@@H:16]3[C:32]4[CH:33]=[C:28]([CH:29]=[CH:30][N:31]=4)[C:27]4[N:26]([CH:34]([F:36])[F:35])[N:25]=[CH:24][C:23]=4[NH:22][C:21](=[O:37])[C@H:20]([CH3:38])[CH2:19][CH2:18][CH2:17]3)[C:13](=[O:15])[CH:14]=2)[C:5](I)=[CH:6][CH:7]=1.CC1(C)C(C)(C)OB([C:48]2[S:52][CH:51]=[N:50][CH:49]=2)O1.[O-]P([O-])([O-])=O.[K+].[K+].[K+], predict the reaction product. The product is: [Cl:1][C:2]1[C:3]([F:39])=[C:4]([C:9]2[N:10]=[CH:11][N:12]([C@@H:16]3[C:32]4[CH:33]=[C:28]([CH:29]=[CH:30][N:31]=4)[C:27]4[N:26]([CH:34]([F:36])[F:35])[N:25]=[CH:24][C:23]=4[NH:22][C:21](=[O:37])[C@H:20]([CH3:38])[CH2:19][CH2:18][CH2:17]3)[C:13](=[O:15])[CH:14]=2)[C:5]([C:48]2[S:52][CH:51]=[N:50][CH:49]=2)=[CH:6][CH:7]=1. (2) Given the reactants [NH2:1][C:2]1[CH:3]=[C:4]([CH:7]=[CH:8][C:9]=1[S:10]([CH2:13][CH3:14])(=[O:12])=[O:11])[C:5]#[N:6].C(SC1C=CC(F)=CC=1[NH:25]N)C, predict the reaction product. The product is: [CH2:13]([S:10]([C:9]1[CH:8]=[CH:7][C:4]([C:5]#[N:6])=[CH:3][C:2]=1[NH:1][NH2:25])(=[O:12])=[O:11])[CH3:14]. (3) Given the reactants [H-].[Na+].[Cl:3][C:4]1[C:9]([I:10])=[CH:8][N:7]=[C:6]2[NH:11][CH:12]=[CH:13][C:5]=12.[C:14]1([S:20](Cl)(=[O:22])=[O:21])[CH:19]=[CH:18][CH:17]=[CH:16][CH:15]=1, predict the reaction product. The product is: [C:14]1([S:20]([N:11]2[C:6]3=[N:7][CH:8]=[C:9]([I:10])[C:4]([Cl:3])=[C:5]3[CH:13]=[CH:12]2)(=[O:22])=[O:21])[CH:19]=[CH:18][CH:17]=[CH:16][CH:15]=1. (4) The product is: [NH2:1][N:2]1[C:7](=[O:8])[C:6]2[C:9]([CH3:13])=[C:10]([CH3:12])[S:11][C:5]=2[N:4]=[C:3]1[S:14][CH2:30][CH2:31][CH2:32][N:33]1[CH2:38][CH2:37][N:36]([C:39]2[CH:48]=[CH:47][C:46]3[C:41](=[CH:42][CH:43]=[CH:44][CH:45]=3)[N:40]=2)[CH2:35][CH2:34]1. Given the reactants [NH2:1][N:2]1[C:7](=[O:8])[C:6]2[C:9]([CH3:13])=[C:10]([CH3:12])[S:11][C:5]=2[N:4]=[C:3]1[S-:14].[K+].NC1SC(C)=C(C)C=1C(OCC)=O.Cl[CH2:30][CH2:31][CH2:32][N:33]1[CH2:38][CH2:37][N:36]([C:39]2[CH:48]=[CH:47][C:46]3[C:41](=[CH:42][CH:43]=[CH:44][CH:45]=3)[N:40]=2)[CH2:35][CH2:34]1.C(O)C, predict the reaction product. (5) Given the reactants [CH3:1][O:2][C:3]1[CH:4]=[C:5]2[C:9](=[CH:10][CH:11]=1)[NH:8][CH:7]=[C:6]2[CH:12]1[CH2:17][CH2:16][NH:15][CH2:14][CH2:13]1.C1([O:24][C:25](=O)[NH:26][CH2:27][CH:28]2[CH2:33][CH2:32][C:31]([N:40]([CH3:42])[CH3:41])([C:34]3[CH:39]=[CH:38][CH:37]=[CH:36][CH:35]=3)[CH2:30][CH2:29]2)C=CC=CC=1, predict the reaction product. The product is: [CH3:41][N:40]([CH3:42])[C:31]1([C:34]2[CH:35]=[CH:36][CH:37]=[CH:38][CH:39]=2)[CH2:32][CH2:33][CH:28]([CH2:27][NH:26][C:25]([N:15]2[CH2:16][CH2:17][CH:12]([C:6]3[C:5]4[C:9](=[CH:10][CH:11]=[C:3]([O:2][CH3:1])[CH:4]=4)[NH:8][CH:7]=3)[CH2:13][CH2:14]2)=[O:24])[CH2:29][CH2:30]1. (6) Given the reactants CS(C)=O.C(Cl)(=O)C(Cl)=O.[OH:11][CH2:12][C:13]1([C:26]([O:28][CH3:29])=[O:27])[CH2:18][CH2:17][N:16]([C:19]([O:21][C:22]([CH3:25])([CH3:24])[CH3:23])=[O:20])[CH2:15][CH2:14]1.C(N(CC)CC)C, predict the reaction product. The product is: [CH:12]([C:13]1([C:26]([O:28][CH3:29])=[O:27])[CH2:14][CH2:15][N:16]([C:19]([O:21][C:22]([CH3:24])([CH3:25])[CH3:23])=[O:20])[CH2:17][CH2:18]1)=[O:11]. (7) Given the reactants Br[C:2]1[S:6][C:5]([CH2:7][CH3:8])=[C:4]([CH:9]([CH:21]2[CH2:26][CH2:25][CH2:24][CH2:23][CH2:22]2)[O:10][C:11]2[CH:20]=[CH:19][C:14]([C:15]([O:17][CH3:18])=[O:16])=[CH:13][CH:12]=2)[CH:3]=1.[Br-].[CH:28]1([Zn+])[CH2:33][CH2:32][CH2:31][CH2:30][CH2:29]1.O1CCCC1.[Cl-].[NH4+], predict the reaction product. The product is: [CH:21]1([CH:9]([C:4]2[CH:3]=[C:2]([CH:28]3[CH2:33][CH2:32][CH2:31][CH2:30][CH2:29]3)[S:6][C:5]=2[CH2:7][CH3:8])[O:10][C:11]2[CH:20]=[CH:19][C:14]([C:15]([O:17][CH3:18])=[O:16])=[CH:13][CH:12]=2)[CH2:22][CH2:23][CH2:24][CH2:25][CH2:26]1. (8) Given the reactants [CH3:1][S:2](Cl)(=[O:4])=[O:3].[N+:6]([C:9]1[CH:15]=[CH:14][C:12]([NH2:13])=[CH:11][CH:10]=1)([O-:8])=[O:7].N1C=CC=CC=1.O, predict the reaction product. The product is: [N+:6]([C:9]1[CH:15]=[CH:14][C:12]([NH:13][S:2]([CH3:1])(=[O:4])=[O:3])=[CH:11][CH:10]=1)([O-:8])=[O:7].